Task: Binary Classification. Given two protein amino acid sequences, predict whether they physically interact or not.. Dataset: Human Reference Interactome with 51,813 positive PPI pairs across 8,248 proteins, plus equal number of experimentally-validated negative pairs (1) Protein 1 (ENSG00000185104) has sequence MILADFQACTGIENIDEAITLLEQNNWDLVAAINGVIPQENGILQSEYGGETIPGPAFNPASHPASAPTSSSSSAFRPVMPSRQIVERQPRMLDFRVEYRDRNVDVVLEDTCTVGEIKQILENELQIPVSKMLLKGWKTGDVEDSTVLKSLHLPKNNSLYVLTPDLPPPSSSSHAGALQEFSSRYGDCHPVFFIGSLEAAFQEAFYVKARDRKLLAIYLHHDESVLTNVFCSQMLCAESIVSYLSQNFITWAWDLTKDSNRARFLTMCNRHFGSVVAQTIRTQKTDQFPLFLIIMGKRSS.... Protein 2 (ENSG00000185728) has sequence MSATSVDQRPKGQGNKVSVQNGSIHQKDAVNDDDFEPYLSSQTNQERNRNKQ*MSATSVDQRPKGQGNKVSVQNGSIHQKDAVNDDDFEPYLSSQTNQSNSYPPMSDPYMPSYYAPSIGFPYSLGEAAWSTAGDQPMPYLTTYGQMSNGEHHYIPDGVFSQPGALGNTPPFLGQHGFNFFPGNADFSTWGTSGSQGQSTQSSAYSSSYGYPPSSLGRAITDGQAGFGNDTLSKVPGISSIEQGMTGLKIGGDLTAAVTKTVGTALSSSGMTSIATNSVPPVSSAAPKPTSWAAIARKPAK.... Result: 1 (the proteins interact). (2) Protein 1 (ENSG00000107281) has sequence MLRPEAGLVGLHGPAQENSALPGRRDSASELRALSGLEVDPGEGWGRVVLISPRTVRFRVLSPGVREEGHVQNNGQNQARPARGVTGAGGWGSAAVCRGRALRGREPALPSASFPDVAACPGSLDCALKRRARCPPGAHACGPCLQPFQEDQQGLCVPRMRRPPGGGRPQPRLEDEIDFLAQELARKESGHSTPPLPKDRQRLPEPATLGFSARGQGLELGLPSTPGTPTPTPHTSLGSPVSSDPVHMSPLEPRGGQGDGLALVLILAFCVAGAAALSVASLCWCRLQREIRLTQKADYA.... Protein 2 (ENSG00000241484) has sequence MAGQDPALSTSHPFYDVARHGILQVAGDDRFGRRVVTFSCCRMPPSHELDHQRLLEYLKYTLDQYVENDYTIVYFHYGLNSRNKPSLGWLQSAYKEFDRKYKKNLKALYVVHPTSFIKVLWNILKPLISHKFGKKVIYFNYLSELHEHLKYDQLVIPPEVLRYDEKLQSLHEGRTPPPTKTPPPRPPLPTQQFGVSLQYLKDKNQGELIPPVLRFTVTYLREKGLRTEGLFRRSASVQTVREIQRLYNQGKPVNFDDYGDIHIPAVILKTFLRELPQPLLTFQAYEQILGITCVPGEHLQ.... Result: 0 (the proteins do not interact). (3) Protein 1 (ENSG00000170006) has sequence MQAPRAALVFALVIALVPVGRGNYEELENSGDTTVESERPNKVTIPSTFAAVTIKETLNANINSTNFAPDENQLEFILMVLIPLILLVLLLLSVVFLATYYKRKRTKQEPSSQGSQSALQTYELGSENVKVPIFEEDTPSVMEIEMEELDKWMNSMNRNADFECLPTLKEEKESNHNPSDSES*MQAPRAALVFALVIALVPVGRGNYEELENSGDTTVESERPNKVTIPSTFAAVTIKETLNANINSTNFAPDENQLEFILMVLIPLILLVLLLLSVVFLATYYKRKRTKQEPSSQGSQ.... Protein 2 (ENSG00000176087) has sequence MSVEDGGMPGLGRPRQARWTLMLLLSTAMYGAHAPLLALCHVDGRVPFRPSSAVLLTELTKLLLCAFSLLVGWQAWPQGPPPWRQAAPFALSALLYGANNNLVIYLQRYMDPSTYQVLSNLKIGSTAVLYCLCLRHRLSVRQGLALLLLMAAGACYAAGGLQVPGNTLPSPPPAAAASPMPLHITPLGLLLLILYCLISGLSSVYTELLMKRQRLPLALQNLFLYTFGVLLNLGLHAGGGSGPGLLEGFSGWAALVVLSQALNGLLMSAVMKHGSSITRLFVVSCSLVVNAVLSAVLLRL.... Result: 1 (the proteins interact). (4) Protein 1 (ENSG00000144320) has sequence MGGLFSRWRTKPSTVEVLESIDKEIQALEEFREKNQRLQKLWVGRLILYSSVLYLFTCLIVYLWYLPDEFTARLAMTLPFFAFPLIIWSIRTVIIFFFSKRTERNNEALDDLKSQRKKILEEVMEKETYKTAKLILERFDPDSKKAKECEPPSAGAAVTARPGQEIRQRTAAQRNLSPTPASPNQGPPPQVPVSPGPPKDSSAPGGPPERTVTPALSSNVLPRHLGSPATSVPGMGLHPPGPPLARPILPRERGALDRIVEYLVGDGPQNRYALICQQCFSHNGMALKEEFEYIAFRCAY.... Protein 2 (ENSG00000184967) has sequence MEREPGAAGVRRALGRRLEAVLASRSEANAVFDILAVLQSEDQEEIQEAVRTCSRLFGALLERGELFVGQLPSEEMVMTGSQGATRKYKVWMRHRYHSCCNRLGELLGHPSFQVKELALSALLKFVQLEGAHPLEKSKWEGNYLFPRELFKLVVGGLLSPEEDQSLLLSQFREYLDYDDTRYHTMQAAVDAVARVTGQHPEVPPAFWNNAFTLLSAVSLPRREPTVSSFYVKRAELWDTWKVAHLKEHRRVFQAMWLSFLKHKLPLSLYKKVLLIVHDAILPQLAQPTLMIDFLTRACDL.... Result: 1 (the proteins interact). (5) Protein 1 (ENSG00000102805) has sequence MAQEVDTAQGAEMRRGAGAARGRASWCWALALLWLAVVPGWSRVSGIPSRRHWPVPYKRFDFRPKPDPYCQAKYTFCPTGSPIPVMEGDDDIEVFRLQAPVWEFKYGDLLGHLKIMHDAIGFRSTLTGKNYTMEWYELFQLGNCTFPHLRPEMDAPFWCNQGAACFFEGIDDVHWKENGTLVQVATISGNMFNQMAKWVKQDNETGIYYETWNVKASPEKGAETWFDSYDCSKFVLRTFNKLAEFGAEFKNIETNYTRIFLYSGEPTYLGNETSVFGPTGNKTLGLAIKRFYYPFKPHLP.... Protein 2 (ENSG00000205808) has sequence MPSPRRSMEGRPLGVSASSSSSSPGSPAHGGGGGGSRFEFQSLLSSRATAVDPTCARLRASESPVHRRGSFPLAAAGPSQSPAPPLPEEDRMDLNPSFLGIALRSLLAIDLWLSKKLGVCAGESSSWGSVRPLMKLLEISGHGIPWLLGTLYCLCRSDSWAGREVLMNLLFALLLDLLLVALIKGLVRRRRPAHNQMDMFVTLSVDKYSFPSGHATRAALMSRFILNHLVLAIPLRVLVVLWAFVLGLSRVMLGRHNVTDVAFGFFLGYMQYSIVDYCWLSPHNAPVLFLLWSQR*. Result: 1 (the proteins interact). (6) Protein 1 (ENSG00000169474) has sequence MNSQQQKQPCTPPPQPQQQQVKQPCQPPPQEPCIPKTKEPCHPKVPEPCHPKVPEPCQPKVPEPCQPKVPEPCPSTVTPAPAQQKTKQK*. Protein 2 (ENSG00000150676) has sequence MENSGKANKKDTHDGPPKEIKLPTSEALLDYQCQIKEDAVEQFMFQIKTLRKKNQKYHERNSRLKEEQIWHIRHLLKELSEEKAEGLPVVTREDVEEAMKEKWKFERDQEKNLRDMRMQISNAEKLFLEKLSEKEYWEEYKNVGSERHAKLITSLQNDINTVKENAEKMSEHYKITLEDTRKKIIKETLLQLDQKKEWATQNAVKLIDKGSYLEIWENDWLKKEVAIHRKEVEELKNAIHELEAENLVLIDQLSNCRLVDLKIPRYPVLHSCPTSNPRHLLLLPLESCLISARRCWRLYL.... Result: 0 (the proteins do not interact). (7) Protein 1 (ENSG00000104859) has sequence MWHEARKHERKLRGMMVDYKKRAERRREYYEKIKKDPAQFLQVHGRACKVHLDSAVALAAESPVNMMPWQGDTNNMIDRFDVRAHLDHIPDYTPPLLTTISPEQESDERKCNYERYRGLVQNDFAGISEEQCLYQIYIDELYGGLQRPSEDEKKKLAEKKASIGYTYEDSTVAEVEKAAEKPEEEESAAEEESNSDEDEVIPDIDVEVDVDELNQEQVADLNKQATTYGMADGDFVRMLRKDKEEAEAIKHAKALEEEKAMYSGRRSRRQRREFREKRLRGRKISPPSYARRDSPTYDPY.... Protein 2 (ENSG00000129295) has sequence MGWITEDLIRRNAEHNDCVIFSLEELSLHQQEIERLEHIDKWCRDLKILYLQNNLIGKIENVSKLKKLEYLNLALNNIEKIENLEGCEELAKLDLTVNFIGELSSIKNLQHNIHLKELFLMGNPCASFDHYREFVVATLPQLKWLDGKEIEPSERIKALQDYSVIEPQIREQEKDHCLKRAKLKEEAQRKHQEEDKNEDKRSNAGFDGRWYTDINATLSSLESKDHLQAPDTEEHNTKKLDNSEDDLEFWNKPCLFTPESRLETLRHMEKQRKKQEKLSEKKKKVKPPRTLITEDGKALN.... Result: 0 (the proteins do not interact). (8) Result: 1 (the proteins interact). Protein 2 (ENSG00000171311) has sequence MAPPVRYCIPGERLCNLEEGSPGSGTYTRHGYIFSSLAGCLMKSSENGALPVVSVVRETESQLLPDVGAIVTCKVSSINSRFAKVHILYVGSMPLKNSFRGTIRKEDVRATEKDKISLGDAQSNYLLTTAENELGVVVAHSESGIQMVPISWCEMQCPKTHTKEFRKVARVQPEFLQT*MAPPVRYCIPGERLCNLEEGSPGSGTYTRHGYIFSSLAGCLMKSSENGAVSSINSRFAKVHILYVGSMPLKNSFRGTIRKEDVRATEKDKVEIYKSFRPGDIVLAKVISLGDAQSNYLLTT.... Protein 1 (ENSG00000120699) has sequence MAAGFKKRTAVLMEENLVNSEPQLSTSVQLVPQMVLL*MAAGFKTVEPLEYYRRFLKENCRPDGRELGEFRTTTVNIGSISTADGSALVKLGNTTVICGVKAEFAAPSTDAPDKGYVVPNVDLPPLCSSRFRSGPPGEEAQVASQFIADVIENSQIIQKEDLCISPGKLVWVLYCDLICLDYDGNILDACTFALLAALKNVQLPEVTINEETALAEVNLKKKSYLNIRTHPVATSFAVFDDTLLIVDPTGEEEHLATGTLTIVMDEEGKLCCLHKPGGSGLTGAKLQDCMSRAVTRHKEV.... (9) Protein 1 (ENSG00000136848) has sequence MEPDSLLDQDDSYESPQERPGSRRSLPGSLSEKSPSMEPSAATPFRVTGFLSRRLKGSIKRTKSQPKLDRNHSFRHILPGFRSAAAAAADNERSHLMPRLKESRSHESLLSPSSAVEALDLSMEEEVVIKPVHSSILGQDYCFEVTTSSGSKCFSCRSAAERDKWMENLRRAVHPNKDNSRRVEHILKLWVIEAKDLPAKKKYLCELCLDDVLYARTTGKLKTDNVFWGEHFEFHNLPPLRTVTVHLYRETDKKKKKERNSYLGLVSLPAASVAGRQFVEKWYPVVTPNPKGGKGPGPMI.... Protein 2 (ENSG00000173581) has sequence MNDRSSRRRTMKDDETFEISIPFDEAPHLDPQIFYSLSPSRRNFEEPPEAASSALALMNSVKTQLHMALERNSWLQKRIEDLEEERDFLRCQLDKFISSARMEAEDHCRMKPGPRRMEGDSRGGAGGEASDPESAASSLSGASEEGSASERRRQKQKGGASRRRFGKPKARERQRVKDADGVLCRYKKILGTFQKLKSMSRAFEHHRVDRNTVALTTPIAELLIVAPEKLAEVGEFDPSKERLLEYSRRCFLALDDETLKKVQALKKSKLLLPITYRFKR*MNDRSSRRRTMKDDETFEI.... Result: 0 (the proteins do not interact). (10) Protein 1 (ENSG00000101109) has sequence METVQLRNPPRRQLKKLDEDSLTKQPEEVFDVLEKLGEGSYGSVYKAIHKETGQIVAIKQVPVESDLQEIIKEISIMQQCDSPHVVKYYGSYFKNTDLWIVMEYCGAGSVSDIIRLRNKTLTEDEIATILQSTLKGLEYLHFMRKIHRDIKAGNILLNTEGHAKLADFGVAGQLTDTMAKRNTVIGTPFWMAPEVIQEIGYNCVADIWSLGITAIEMAEGKPPYADIHPMRAIFMIPTNPPPTFRKPELWSDNFTDFVKQCLVKSPEQRATATQLLQHPFVRSAKGVSILRDLINEAMDV.... Protein 2 (ENSG00000006704) has sequence MALLGKRCDVPTNGCGPDRWNSAFTRKDEIITSLVSALDSMCSALSKLNAEVACVAVHDESAFVVGTEKGRMFLNARKELQSDFLRFCRGPPWKDPEAEHPKKVQRGEGGGRSLPRSSLEHGSDVYLLRKMVEEVFDVLYSEALGRASVVPLPYERLLREPGLLAVQGLPEGLAFRRPAEYDPKALMAILEHSHRIRFKLKRPLEDGGRDSKALVELNGVSLIPKGSRDCGLHGQAPKVPPQDLPPTATSSSMASFLYSTALPNHAIRELKQEAPSCPLAPSDLGLSRPMPEPKATGAQD.... Result: 0 (the proteins do not interact).